This data is from Full USPTO retrosynthesis dataset with 1.9M reactions from patents (1976-2016). The task is: Predict the reactants needed to synthesize the given product. (1) Given the product [Cl:24][C:18]1[CH:19]=[C:20]([N:39]2[CH2:40][C:37]([F:41])([F:36])[CH2:38]2)[CH:21]=[CH:22][C:17]=1[S:14]([C@H:12]1[CH2:11][N:10]([C:25]2[N:26]([CH:31]3[CH2:34][CH2:33][CH2:32]3)[N:27]=[C:28]([CH3:30])[CH:29]=2)[C@H:9]([C:7]([NH:6][C:3]2([C:1]#[N:2])[CH2:5][CH2:4]2)=[O:8])[CH2:13]1)(=[O:16])=[O:15], predict the reactants needed to synthesize it. The reactants are: [C:1]([C:3]1([NH:6][C:7]([C@@H:9]2[CH2:13][C@@H:12]([S:14]([C:17]3[CH:22]=[CH:21][C:20](F)=[CH:19][C:18]=3[Cl:24])(=[O:16])=[O:15])[CH2:11][N:10]2[C:25]2[N:26]([CH:31]3[CH2:34][CH2:33][CH2:32]3)[N:27]=[C:28]([CH3:30])[CH:29]=2)=[O:8])[CH2:5][CH2:4]1)#[N:2].Cl.[F:36][C:37]1([F:41])[CH2:40][NH:39][CH2:38]1. (2) Given the product [C:1]([SiH2:5][O:6][C:7]([CH3:16])([CH3:15])[C:8]1[CH:13]=[CH:12][N:11]=[C:10]([NH:14][C:20]2[S:21][C:22]([C:25]#[N:26])=[CH:23][N:24]=2)[CH:9]=1)([CH3:4])([CH3:2])[CH3:3], predict the reactants needed to synthesize it. The reactants are: [C:1]([SiH2:5][O:6][C:7]([CH3:16])([CH3:15])[C:8]1[CH:13]=[CH:12][N:11]=[C:10]([NH2:14])[CH:9]=1)([CH3:4])([CH3:3])[CH3:2].[H-].[Na+].Cl[C:20]1[S:21][C:22]([C:25]#[N:26])=[CH:23][N:24]=1. (3) Given the product [CH3:17][C:7]1[C:6]2[CH:5]=[C:4]([C:18]#[N:19])[CH:3]=[C:2]([C:24]3[CH:25]=[N:20][CH:21]=[N:22][CH:23]=3)[C:10]=2[N:9]2[CH2:11][CH2:12][CH2:13][NH:14][C:15](=[O:16])[C:8]=12, predict the reactants needed to synthesize it. The reactants are: Br[C:2]1[C:10]2[N:9]3[CH2:11][CH2:12][CH2:13][NH:14][C:15](=[O:16])[C:8]3=[C:7]([CH3:17])[C:6]=2[CH:5]=[C:4]([C:18]#[N:19])[CH:3]=1.[N:20]1[CH:25]=[C:24](B(O)O)[CH:23]=[N:22][CH:21]=1. (4) Given the product [Cl:10][C:11]1[CH:33]=[CH:32][C:14]2[NH:15][C:16]([S:18][C:19]3[C:24]4[NH:25][C:26](=[O:28])[NH:27][C:23]=4[CH:22]=[C:21]([C:29]([NH2:3])=[O:30])[CH:20]=3)=[N:17][C:13]=2[CH:12]=1, predict the reactants needed to synthesize it. The reactants are: CC[N:3](C(C)C)C(C)C.[Cl:10][C:11]1[CH:33]=[CH:32][C:14]2[NH:15][C:16]([S:18][C:19]3[C:24]4[NH:25][C:26](=[O:28])[NH:27][C:23]=4[CH:22]=[C:21]([C:29](O)=[O:30])[CH:20]=3)=[N:17][C:13]=2[CH:12]=1.[Cl-].[NH4+].CN(C(ON1N=NC2C=CC=CC1=2)=[N+](C)C)C.[B-](F)(F)(F)F. (5) Given the product [Cl:1][C:2]1[CH:3]=[CH:4][C:5]([C:8]2[N:12]([C:13]3[CH:18]=[CH:17][CH:16]=[CH:15][C:14]=3[O:19][CH3:20])[N:11]=[C:10]([O:21][CH2:33][CH:34]3[C:37]([CH3:39])([CH3:38])[O:36][C:35]3([CH3:41])[CH3:40])[CH:9]=2)=[CH:6][CH:7]=1, predict the reactants needed to synthesize it. The reactants are: [Cl:1][C:2]1[CH:7]=[CH:6][C:5]([C:8]2[N:12]([C:13]3[CH:18]=[CH:17][CH:16]=[CH:15][C:14]=3[O:19][CH3:20])[NH:11][C:10](=[O:21])[CH:9]=2)=[CH:4][CH:3]=1.CC1C=CC(S(O[CH2:33][CH:34]2[C:37]([CH3:39])([CH3:38])[O:36][C:35]2([CH3:41])[CH3:40])(=O)=O)=CC=1.C([O-])([O-])=O.[Cs+].[Cs+].Cl. (6) Given the product [F:19][C:18]1[C:10]([NH:9][C:6]2[CH:7]=[CH:8][C:3]([CH:1]=[CH2:2])=[CH:4][C:5]=2[F:21])=[C:11]([CH:15]=[CH:16][C:17]=1[F:20])[C:12]([OH:14])=[O:13], predict the reactants needed to synthesize it. The reactants are: [C:1]([C:3]1[CH:8]=[CH:7][C:6]([NH:9][C:10]2[C:18]([F:19])=[C:17]([F:20])[CH:16]=[CH:15][C:11]=2[C:12]([OH:14])=[O:13])=[C:5]([F:21])[CH:4]=1)#[CH:2].N1C2C(=CC=CC=2)C=CC=1. (7) Given the product [CH2:42]([O:41][C:39](=[O:40])[CH2:38][S:15][CH2:14][CH2:13][C@H:10]1[C:9]2[CH:16]=[CH:17][C:6]([O:5][CH2:4][C:3]3[CH:18]=[CH:19][C:20]([Cl:22])=[CH:21][C:2]=3[Cl:1])=[CH:7][C:8]=2[O:12][CH2:11]1)[CH3:43], predict the reactants needed to synthesize it. The reactants are: [Cl:1][C:2]1[CH:21]=[C:20]([Cl:22])[CH:19]=[CH:18][C:3]=1[CH2:4][O:5][C:6]1[CH:17]=[CH:16][C:9]2[C@H:10]([CH2:13][CH2:14][SH:15])[CH2:11][O:12][C:8]=2[CH:7]=1.CCN(C(C)C)C(C)C.CN(C=O)C.Br[CH2:38][C:39]([O:41][CH2:42][CH3:43])=[O:40]. (8) Given the product [CH:20]([OH:22])=[O:21].[F:45][C:42]([F:43])([F:44])[O:41][C:38]1[CH:37]=[CH:36][C:35]([C:32]2[N:31]=[CH:30][O:34][N:33]=2)=[CH:40][CH:39]=1, predict the reactants needed to synthesize it. The reactants are: CN1C(CC2C=CN=C(N3CCN([C:20]([O:22]CC4C=CC=CC=4)=[O:21])CC3)C=2)=NC([C:30]2[O:34][N:33]=[C:32]([C:35]3[CH:40]=[CH:39][C:38]([O:41][C:42]([F:45])([F:44])[F:43])=[CH:37][CH:36]=3)[N:31]=2)=N1. (9) Given the product [C:9]([O:13][C:14]([NH:1][C:2]1[CH:7]=[CH:6][CH:5]=[CH:4][C:3]=1[OH:8])=[O:15])([CH3:12])([CH3:11])[CH3:10], predict the reactants needed to synthesize it. The reactants are: [NH2:1][C:2]1[CH:7]=[CH:6][CH:5]=[CH:4][C:3]=1[OH:8].[C:9]([O:13][C:14](O[C:14]([O:13][C:9]([CH3:12])([CH3:11])[CH3:10])=[O:15])=[O:15])([CH3:12])([CH3:11])[CH3:10]. (10) Given the product [C:1]([OH:5])(=[O:4])[CH:2]=[CH2:3].[NH2:24][C:1]([O:5][CH2:6][CH3:7])=[O:4].[O:22]=[C:23]=[N:24][CH:25]1[CH2:34][C:33]([CH3:36])([CH3:35])[CH2:32][C:27]([CH3:37])([CH2:28][N:29]=[C:30]=[O:31])[CH2:26]1.[C:1]([O:5][CH2:6][C:7]([CH2:20][OH:21])([CH2:10][O:11][CH2:12][C:13]([CH2:18][OH:19])([CH2:16][OH:17])[CH2:14][OH:15])[CH2:8][OH:9])(=[O:4])[CH:2]=[CH2:3], predict the reactants needed to synthesize it. The reactants are: [C:1]([O:5][CH2:6][C:7]([CH2:20][OH:21])([CH2:10][O:11][CH2:12][C:13]([CH2:18][OH:19])([CH2:16][OH:17])[CH2:14][OH:15])[CH2:8][OH:9])(=[O:4])[CH:2]=[CH2:3].[O:22]=[C:23]=[N:24][CH:25]1[CH2:34][C:33]([CH3:36])([CH3:35])[CH2:32][C:27]([CH3:37])([CH2:28][N:29]=[C:30]=[O:31])[CH2:26]1.COC1C=CC(O)=CC=1.C([O-])(=O)CCCCCCCCCCC.C([O-])(=O)CCCCCCCCCCC.C([Sn+2]CCCC)CCC.